This data is from Forward reaction prediction with 1.9M reactions from USPTO patents (1976-2016). The task is: Predict the product of the given reaction. (1) Given the reactants CC[O:3][C:4]([C:6]1[N:7](C(OC(C)(C)C)=O)[C:8]2[C:13]([CH:14]=1)=[C:12]([O:15][CH2:16][C:17]1[C:21]3[C:22]([O:26][CH3:27])=[CH:23][CH:24]=[CH:25][C:20]=3[O:19][CH:18]=1)[CH:11]=[CH:10][CH:9]=2)=[O:5].Cl.Cl.[C@H]1(CN2CCC(NC(C3NC4C(C=3)=C(OCC3C5C=CC=CC=5OC=3)C=CC=4)=O)CC2)[C@@H]2N(CCCC2)CCC1, predict the reaction product. The product is: [CH3:27][O:26][C:22]1[C:21]2[C:17]([CH2:16][O:15][C:12]3[CH:11]=[CH:10][CH:9]=[C:8]4[C:13]=3[CH:14]=[C:6]([C:4]([OH:5])=[O:3])[NH:7]4)=[CH:18][O:19][C:20]=2[CH:25]=[CH:24][CH:23]=1. (2) Given the reactants [O:1]=[C:2]1[C:6]2([CH2:11][CH2:10][NH:9][CH2:8][CH2:7]2)[N:5]([C:12]2[CH:17]=[CH:16][CH:15]=[CH:14][CH:13]=2)[CH2:4][N:3]1[CH2:18][C:19]1[CH:20]=[C:21]([CH:29]=[CH:30][CH:31]=1)[C:22]([O:24][C:25]([CH3:28])([CH3:27])[CH3:26])=[O:23].C(=O)([O-])[O-].[K+].[K+].Br[CH2:39][CH:40]1[O:45][C:44]2[CH:46]=[CH:47][CH:48]=[CH:49][C:43]=2[O:42][CH2:41]1, predict the reaction product. The product is: [O:45]1[CH:40]([CH2:39][N:9]2[CH2:10][CH2:11][C:6]3([N:5]([C:12]4[CH:13]=[CH:14][CH:15]=[CH:16][CH:17]=4)[CH2:4][N:3]([CH2:18][C:19]4[CH:20]=[C:21]([CH:29]=[CH:30][CH:31]=4)[C:22]([O:24][C:25]([CH3:28])([CH3:26])[CH3:27])=[O:23])[C:2]3=[O:1])[CH2:7][CH2:8]2)[CH2:41][O:42][C:43]2[CH:49]=[CH:48][CH:47]=[CH:46][C:44]1=2. (3) The product is: [C:1]([O:5][C:6]([N:8]1[CH2:11][C:10]([NH:13][C:14]2[CH:15]=[C:16]3[C:25](=[CH:26][C:27]=2/[CH:32]=[CH:31]/[O:33][CH2:34][CH3:35])[O:24][CH2:23][C:22]2[N:17]3[C@H:18]([CH3:30])[C:19](=[O:29])[NH:20][N:21]=2)([CH3:12])[CH2:9]1)=[O:7])([CH3:4])([CH3:3])[CH3:2]. Given the reactants [C:1]([O:5][C:6]([N:8]1[CH2:11][C:10]([NH:13][C:14]2[CH:15]=[C:16]3[C:25](=[CH:26][C:27]=2Br)[O:24][CH2:23][C:22]2[N:17]3[C@H:18]([CH3:30])[C:19](=[O:29])[NH:20][N:21]=2)([CH3:12])[CH2:9]1)=[O:7])([CH3:4])([CH3:3])[CH3:2].[CH2:31]([O:33]/[CH:34]=[CH:35]/B1OC(C)(C)C(C)(C)O1)[CH3:32].C(Cl)Cl.C([O-])([O-])=O.[K+].[K+], predict the reaction product. (4) Given the reactants [CH3:1][CH:2]([CH3:6])[C:3](Cl)=[O:4].[N:7]1([C:13]([N:15]2[CH2:20][CH2:19][N:18]([C:21]3[CH:26]=[CH:25][C:24]([O:27][CH2:28][CH2:29][CH2:30][N:31]4[CH2:36][CH2:35][CH2:34][CH2:33][CH2:32]4)=[CH:23][CH:22]=3)[CH2:17][CH2:16]2)=[O:14])[CH2:12][CH2:11][NH:10][CH2:9][CH2:8]1.C(N(CC)CC)C, predict the reaction product. The product is: [CH3:1][CH:2]([CH3:6])[C:3]([N:10]1[CH2:11][CH2:12][N:7]([C:13]([N:15]2[CH2:20][CH2:19][N:18]([C:21]3[CH:22]=[CH:23][C:24]([O:27][CH2:28][CH2:29][CH2:30][N:31]4[CH2:32][CH2:33][CH2:34][CH2:35][CH2:36]4)=[CH:25][CH:26]=3)[CH2:17][CH2:16]2)=[O:14])[CH2:8][CH2:9]1)=[O:4]. (5) Given the reactants [CH3:1][C:2]1[O:6][N:5]=[C:4]([C:7]2[CH:12]=[CH:11][CH:10]=[CH:9][CH:8]=2)[C:3]=1[CH2:13][O:14][C:15]1[CH:23]=[CH:22][C:18]([C:19]([OH:21])=O)=[CH:17][N:16]=1.[NH2:24][CH2:25][CH:26]([OH:31])[C:27]([F:30])([F:29])[F:28], predict the reaction product. The product is: [CH3:1][C:2]1[O:6][N:5]=[C:4]([C:7]2[CH:8]=[CH:9][CH:10]=[CH:11][CH:12]=2)[C:3]=1[CH2:13][O:14][C:15]1[CH:23]=[CH:22][C:18]([C:19]([NH:24][CH2:25][CH:26]([OH:31])[C:27]([F:30])([F:29])[F:28])=[O:21])=[CH:17][N:16]=1. (6) Given the reactants [CH2:1]([N:3]([CH2:6][C:7]1[S:11][C:10]([C:12]2[O:16][N:15]=[C:14]([C:17]3[CH:22]=[CH:21][C:20]([CH2:23][CH:24]([OH:31])[CH2:25]OS(C)(=O)=O)=[CH:19][CH:18]=3)[N:13]=2)=[CH:9][C:8]=1[CH3:32])[CH2:4][CH3:5])[CH3:2].[CH2:33]([CH2:35][NH2:36])[OH:34], predict the reaction product. The product is: [CH2:1]([N:3]([CH2:6][C:7]1[S:11][C:10]([C:12]2[O:16][N:15]=[C:14]([C:17]3[CH:18]=[CH:19][C:20]([CH2:23][CH:24]([OH:31])[CH2:25][NH:36][CH2:35][CH2:33][OH:34])=[CH:21][CH:22]=3)[N:13]=2)=[CH:9][C:8]=1[CH3:32])[CH2:4][CH3:5])[CH3:2]. (7) Given the reactants FC(F)(F)C(O)=O.[NH2:8][CH:9]([C:16]1[CH:21]=[CH:20][CH:19]=[CH:18][N:17]=1)[CH2:10][C:11]([O:13][CH2:14][CH3:15])=[O:12].CCN(C(C)C)C(C)C.CN(C(ON1N=NC2C=CC=CC1=2)=[N+](C)C)C.[B-](F)(F)(F)F.[C:53]([O:57][C:58]([N:60]1[CH2:65][CH2:64][CH:63]([CH2:66][C:67](O)=[O:68])[CH2:62][CH2:61]1)=[O:59])([CH3:56])([CH3:55])[CH3:54], predict the reaction product. The product is: [CH2:14]([O:13][C:11](=[O:12])[CH2:10][CH:9]([NH:8][C:67](=[O:68])[CH2:66][CH:63]1[CH2:64][CH2:65][N:60]([C:58]([O:57][C:53]([CH3:55])([CH3:54])[CH3:56])=[O:59])[CH2:61][CH2:62]1)[C:16]1[CH:21]=[CH:20][CH:19]=[CH:18][N:17]=1)[CH3:15].